Dataset: Forward reaction prediction with 1.9M reactions from USPTO patents (1976-2016). Task: Predict the product of the given reaction. (1) The product is: [CH2:4]([C:6]1[CH:7]=[C:8]([O:24][C:25]2[CH:26]=[N:27][C:28]([S:31]([CH3:34])(=[O:33])=[O:32])=[CH:29][CH:30]=2)[CH:9]=[C:10]2[C:14]=1[NH:13][C:12]([C:15]1[S:16][CH:17]([CH2:20][C:21]([NH:36][CH3:40])=[O:23])[CH2:18][N:19]=1)=[CH:11]2)[CH3:5]. Given the reactants Cl.CN.[CH2:4]([C:6]1[CH:7]=[C:8]([O:24][C:25]2[CH:26]=[N:27][C:28]([S:31]([CH3:34])(=[O:33])=[O:32])=[CH:29][CH:30]=2)[CH:9]=[C:10]2[C:14]=1[NH:13][C:12]([C:15]1[S:16][CH:17]([CH2:20][C:21]([OH:23])=O)[CH2:18][N:19]=1)=[CH:11]2)[CH3:5].O[N:36]1[C:40]2C=CC=CC=2N=N1.Cl.C(N=C=NCCCN(C)C)C, predict the reaction product. (2) Given the reactants [Li+].[CH3:2]C([N-]C(C)C)C.CCCCCCC.C1COCC1.C(C1C=CC=CC=1)C.[CH3:29][C:30]1[CH:34]=[CH:33][S:32][C:31]=1[C:35]([OH:37])=[O:36].CI.Cl, predict the reaction product. The product is: [CH3:29][C:30]1[CH:34]=[C:33]([CH3:2])[S:32][C:31]=1[C:35]([OH:37])=[O:36]. (3) Given the reactants [C:1]([C:5]1[CH:6]=[C:7]([C:16]2[S:17][CH:18]=[C:19]([CH2:21][CH2:22][OH:23])[N:20]=2)[CH:8]=[C:9]([C:12]([CH3:15])([CH3:14])[CH3:13])[C:10]=1[OH:11])([CH3:4])([CH3:3])[CH3:2].O[C:25]1[CH:32]=[CH:31][C:28]([CH:29]=[O:30])=[CH:27][CH:26]=1.C1(P(C2C=CC=CC=2)C2C=CC=CC=2)C=CC=CC=1.CCOC(/N=N/C(OCC)=O)=O, predict the reaction product. The product is: [C:12]([C:9]1[CH:8]=[C:7]([C:16]2[S:17][CH:18]=[C:19]([CH2:21][CH2:22][O:23][C:25]3[CH:32]=[CH:31][C:28]([CH:29]=[O:30])=[CH:27][CH:26]=3)[N:20]=2)[CH:6]=[C:5]([C:1]([CH3:2])([CH3:3])[CH3:4])[C:10]=1[OH:11])([CH3:15])([CH3:14])[CH3:13]. (4) Given the reactants C(O[C:6]([N:8]1[CH2:13][CH2:12][NH:11][CH2:10][CH2:9]1)=[O:7])(C)(C)C.C(N(C(C)C)CC)(C)C.[CH3:23][C:24]1[C:28](C(Cl)=O)=[C:27]([CH3:32])[O:26][N:25]=1, predict the reaction product. The product is: [CH3:23][C:24]1[C:28]([C:6]([N:8]2[CH2:9][CH2:10][NH:11][CH2:12][CH2:13]2)=[O:7])=[C:27]([CH3:32])[O:26][N:25]=1. (5) Given the reactants C(OC(N(CC1C=CC=C(C2CCN(C(=O)C3C=CC=C(C#CC4C=CC(O)=CC=4)C=3)CC2)C=1)C(OC(C)(C)C)=O)=O)(C)(C)C.Cl.[NH2:47][CH2:48][C:49]1[CH:50]=[C:51]([CH:55]2[CH2:60][CH2:59][N:58]([C:61]([C:63]3[CH:64]=[C:65]([CH2:69][C:70]([C:72]4[CH:77]=[CH:76][C:75]([OH:78])=[CH:74][CH:73]=4)=[O:71])[CH:66]=[CH:67][CH:68]=3)=[O:62])[CH2:57][CH2:56]2)[CH:52]=[CH:53][CH:54]=1, predict the reaction product. The product is: [NH2:47][CH2:48][C:49]1[CH:50]=[C:51]([CH:55]2[CH2:60][CH2:59][N:58]([C:61]([C:63]3[CH:64]=[C:65]([CH2:69][C:70]([C:72]4[CH:77]=[CH:76][C:75]([OH:78])=[CH:74][CH:73]=4)=[O:71])[CH:66]=[CH:67][CH:68]=3)=[O:62])[CH2:57][CH2:56]2)[CH:52]=[CH:53][CH:54]=1. (6) The product is: [F:31][C:30]([F:33])([F:32])[C:3]1[CH:4]=[C:5]([CH:42]=[C:43]([C:45]([F:48])([F:47])[F:46])[CH:44]=1)[CH2:6][N:7]([CH2:23][C:24]1[CH:29]=[C:28]([C:30]([F:32])([F:31])[F:33])[CH:27]=[CH:26][C:25]=1[C:51]1[CH:56]=[CH:55][CH:54]=[CH:53][CH:52]=1)[C:8]1[N:13]=[CH:12][C:11]([O:14][CH2:15][CH2:16][CH2:17][C:18]([O:20][CH2:21][CH3:22])=[O:19])=[CH:10][N:9]=1. Given the reactants FC(F)(F)[C:3]1[CH:4]=[C:5]([CH:42]=[C:43]([C:45]([F:48])([F:47])[F:46])[CH:44]=1)[CH2:6][N:7]([CH2:23][C:24]1[CH:29]=[C:28]([C:30]([F:33])([F:32])[F:31])[CH:27]=[CH:26][C:25]=1OS(C(F)(F)F)(=O)=O)[C:8]1[N:13]=[CH:12][C:11]([O:14][CH2:15][CH2:16][CH2:17][C:18]([O:20][CH2:21][CH3:22])=[O:19])=[CH:10][N:9]=1.[C:51]1(B(O)O)[CH:56]=[CH:55][CH:54]=[CH:53][CH:52]=1.C(=O)([O-])[O-].[Cs+].[Cs+].O, predict the reaction product. (7) The product is: [CH2:16]([C:18]1[CH:19]=[CH:20][C:21]([O:32][CH2:6][CH2:7][CH:2]([OH:3])[CH3:1])=[C:22]([C:24]([C:26]2[CH:31]=[CH:30][CH:29]=[CH:28][CH:27]=2)=[O:25])[CH:23]=1)[CH3:17]. Given the reactants [CH3:1][CH:2]1[CH2:7][CH2:6]OS(=O)(=O)[O:3]1.C(=O)([O-])[O-].[Cs+].[Cs+].[CH2:16]([C:18]1[CH:19]=[CH:20][C:21]([OH:32])=[C:22]([C:24]([C:26]2[CH:31]=[CH:30][CH:29]=[CH:28][CH:27]=2)=[O:25])[CH:23]=1)[CH3:17], predict the reaction product. (8) The product is: [F:18][C:6]1[CH:5]=[C:4]([NH:19][C:21]2[CH:26]=[C:25]([C:27]3[CH:32]=[CH:31][N:30]=[CH:29][CH:28]=3)[N:24]=[C:23]([NH2:33])[N:22]=2)[CH:3]=[C:2]([F:1])[C:7]=1[O:8][C:9]1[CH:14]=[CH:13][N:12]=[C:11]2[NH:15][CH:16]=[CH:17][C:10]=12. Given the reactants [F:1][C:2]1[CH:3]=[C:4]([NH2:19])[CH:5]=[C:6]([F:18])[C:7]=1[O:8][C:9]1[CH:14]=[CH:13][N:12]=[C:11]2[NH:15][CH:16]=[CH:17][C:10]=12.Cl[C:21]1[CH:26]=[C:25]([C:27]2[CH:32]=[CH:31][N:30]=[CH:29][CH:28]=2)[N:24]=[C:23]([NH2:33])[N:22]=1, predict the reaction product. (9) Given the reactants [C:1]([O:5][C:6](=[O:14])[NH:7][O:8][CH2:9][CH2:10][CH2:11][CH2:12][NH2:13])([CH3:4])([CH3:3])[CH3:2].O=C1CCC(=O)N1[O:22][C:23](=O)[CH2:24][O:25][C:26]1[CH:37]=[CH:36][C:29]2[C:30]([CH3:35])=[CH:31][C:32](=[O:34])[O:33][C:28]=2[CH:27]=1.C(N(C(C)C)C(C)C)C.S([O-])(O)(=O)=O.[Na+], predict the reaction product. The product is: [C:1]([O:5][C:6](=[O:14])[NH:7][O:8][CH2:9][CH2:10][CH2:11][CH2:12][NH:13][C:23](=[O:22])[CH2:24][O:25][C:26]1[CH:27]=[C:28]2[C:29]([C:30]([CH3:35])=[CH:31][C:32](=[O:34])[O:33]2)=[CH:36][CH:37]=1)([CH3:4])([CH3:2])[CH3:3]. (10) Given the reactants [CH:1]1([C:4]([C:6]2[CH:11]=[C:10]([OH:12])[CH:9]=[C:8]([Cl:13])[C:7]=2[OH:14])=[O:5])[CH2:3][CH2:2]1.Cl[Si:16]([CH:23]([CH3:25])[CH3:24])([CH:20]([CH3:22])[CH3:21])[CH:17]([CH3:19])[CH3:18], predict the reaction product. The product is: [CH:1]1([C:4]([C:6]2[CH:11]=[C:10]([O:12][Si:16]([CH:23]([CH3:25])[CH3:24])([CH:20]([CH3:22])[CH3:21])[CH:17]([CH3:19])[CH3:18])[CH:9]=[C:8]([Cl:13])[C:7]=2[OH:14])=[O:5])[CH2:2][CH2:3]1.